This data is from Catalyst prediction with 721,799 reactions and 888 catalyst types from USPTO. The task is: Predict which catalyst facilitates the given reaction. (1) Reactant: [CH2:1]([NH:8][C@H:9]([C:21]([O:23][CH2:24][C:25]1[CH:30]=[CH:29][CH:28]=[CH:27][CH:26]=1)=[O:22])[CH2:10][C:11](OCC1C=CC=CC=1)=[O:12])[C:2]1[CH:7]=[CH:6][CH:5]=[CH:4][CH:3]=1.C([Mg]Cl)(C)(C)C. Product: [CH2:1]([N:8]1[C:11](=[O:12])[CH2:10][C@H:9]1[C:21]([O:23][CH2:24][C:25]1[CH:30]=[CH:29][CH:28]=[CH:27][CH:26]=1)=[O:22])[C:2]1[CH:7]=[CH:6][CH:5]=[CH:4][CH:3]=1. The catalyst class is: 28. (2) Reactant: [CH3:1][O:2][C:3]([C:5]1[N:6]=[C:7]([NH:10][C:11](=[O:29])[C@@H:12]([NH:21]C(OC(C)(C)C)=O)[C@H:13]([C:15]2[CH:20]=[CH:19][CH:18]=[CH:17][CH:16]=2)[CH3:14])[S:8][CH:9]=1)=[O:4].FC(F)(F)C(O)=O. Product: [CH3:1][O:2][C:3]([C:5]1[N:6]=[C:7]([NH:10][C:11](=[O:29])[C@@H:12]([NH2:21])[C@H:13]([C:15]2[CH:16]=[CH:17][CH:18]=[CH:19][CH:20]=2)[CH3:14])[S:8][CH:9]=1)=[O:4]. The catalyst class is: 4.